From a dataset of Full USPTO retrosynthesis dataset with 1.9M reactions from patents (1976-2016). Predict the reactants needed to synthesize the given product. Given the product [CH:1]([O:4][C:5]1[N:10]=[CH:9][C:8]([O:11][C:12]2[S:13][C:14]([C:17]#[N:18])=[CH:15][N:16]=2)=[CH:7][CH:6]=1)([CH3:3])[CH3:2], predict the reactants needed to synthesize it. The reactants are: [CH:1]([O:4][C:5]1[N:10]=[CH:9][C:8]([O:11][C:12]2[S:13][C:14]([CH:17]=[N:18]O)=[CH:15][N:16]=2)=[CH:7][CH:6]=1)([CH3:3])[CH3:2].CS(Cl)(=O)=O.